Dataset: Forward reaction prediction with 1.9M reactions from USPTO patents (1976-2016). Task: Predict the product of the given reaction. (1) The product is: [CH3:13][C:11]1[CH:10]=[C:9]([C:14]2[CH:22]=[CH:21][CH:20]=[C:19]3[C:15]=2[CH:16]=[C:17]([CH3:23])[CH2:18]3)[CH:8]=[C:7]([CH3:6])[CH:12]=1. Given the reactants [Si](Cl)(Cl)(C)C.[CH3:6][C:7]1[CH:8]=[C:9]([C:14]2[CH:22]=[CH:21][CH:20]=[C:19]3[C:15]=2[CH:16]=[C:17]([CH3:23])[CH-:18]3)[CH:10]=[C:11]([CH3:13])[CH:12]=1.[Li+], predict the reaction product. (2) Given the reactants C[O:2][C:3](=[O:18])[CH2:4][C@@:5]1(CC2C=CC=CC=2)[CH2:9][CH2:8][C@@H:7]([CH3:10])[CH2:6]1.I([O-])(=O)(=O)=[O:20].[Na+].C(#N)C.Cl.[CH2:29]([O:31][CH2:32][CH3:33])C, predict the reaction product. The product is: [CH3:29][O:31][C:32]([CH2:33][C@@:5]1([CH2:4][C:3]([OH:2])=[O:18])[CH2:9][CH2:8][C@@H:7]([CH3:10])[CH2:6]1)=[O:20].